This data is from Reaction yield outcomes from USPTO patents with 853,638 reactions. The task is: Predict the reaction yield, written as a fraction of the theoretical maximum amount of product (1.0 means a 100% yield; for example, 0.34 means a 34% yield). The reactants are [C:1]([C:5]1[CH:6]=[C:7]([OH:11])[CH:8]=[CH:9][CH:10]=1)([CH3:4])([CH3:3])[CH3:2].C(N(C(C)C)C(C)C)C.C1C=CC(N([S:28]([C:31]([F:34])([F:33])[F:32])(=[O:30])=[O:29])[S:28]([C:31]([F:34])([F:33])[F:32])(=[O:30])=[O:29])=CC=1. The catalyst is ClCCl. The product is [F:32][C:31]([F:34])([F:33])[S:28]([O:11][C:7]1[CH:8]=[CH:9][CH:10]=[C:5]([C:1]([CH3:4])([CH3:2])[CH3:3])[CH:6]=1)(=[O:30])=[O:29]. The yield is 0.250.